From a dataset of Full USPTO retrosynthesis dataset with 1.9M reactions from patents (1976-2016). Predict the reactants needed to synthesize the given product. (1) Given the product [CH3:39][O:40][C:41](=[O:51])[C:42]1[CH:50]=[CH:49][C:45]([C:46]([N:14]2[CH2:13][C@H:12]([NH:11][C:10](=[O:36])[C@@H:8]([N:7]([C:6]([O:5][C:1]([CH3:4])([CH3:2])[CH3:3])=[O:38])[CH3:37])[CH3:9])[C:18](=[O:19])[N:17]([CH2:20][C:21]3[C:30]4[C:25](=[CH:26][CH:27]=[CH:28][CH:29]=4)[CH:24]=[CH:23][C:22]=3[CH3:31])[C:16]3[CH:32]=[CH:33][CH:34]=[CH:35][C:15]2=3)=[O:47])=[CH:44][CH:43]=1, predict the reactants needed to synthesize it. The reactants are: [C:1]([O:5][C:6](=[O:38])[N:7]([CH3:37])[C@H:8]([C:10](=[O:36])[NH:11][C@@H:12]1[C:18](=[O:19])[N:17]([CH2:20][C:21]2[C:30]3[C:25](=[CH:26][CH:27]=[CH:28][CH:29]=3)[CH:24]=[CH:23][C:22]=2[CH3:31])[C:16]2[CH:32]=[CH:33][CH:34]=[CH:35][C:15]=2[NH:14][CH2:13]1)[CH3:9])([CH3:4])([CH3:3])[CH3:2].[CH3:39][O:40][C:41](=[O:51])[C:42]1[CH:50]=[CH:49][C:45]([C:46](O)=[O:47])=[CH:44][CH:43]=1.O=P(Cl)(Cl)Cl. (2) Given the product [OH:16][CH:10]([C:9]1[CH:8]=[CH:7][C:6]([NH:17][C:18]([C:20]2[CH:25]=[CH:24][CH:23]=[CH:22][N:21]=2)=[O:19])=[CH:5][C:4]=1[F:3])[CH:11]([CH3:12])[CH2:13][CH2:14][OH:15], predict the reactants needed to synthesize it. The reactants are: [BH4-].[Na+].[F:3][C:4]1[CH:5]=[C:6]([NH:17][C:18]([C:20]2[CH:25]=[CH:24][CH:23]=[CH:22][N:21]=2)=[O:19])[CH:7]=[CH:8][C:9]=1[C:10](=[O:16])[C:11]([CH2:13][CH2:14][OH:15])=[CH2:12].C(=O)(O)[O-].[Na+].